Regression. Given a peptide amino acid sequence and an MHC pseudo amino acid sequence, predict their binding affinity value. This is MHC class II binding data. From a dataset of Peptide-MHC class II binding affinity with 134,281 pairs from IEDB. (1) The peptide sequence is NAVSLCILTINAVASKK. The MHC is DRB1_0901 with pseudo-sequence DRB1_0901. The binding affinity (normalized) is 0.611. (2) The peptide sequence is CGHGNKSSGPNELGRFKH. The binding affinity (normalized) is 0. The MHC is DRB1_0701 with pseudo-sequence DRB1_0701. (3) The peptide sequence is GELQIVDKIDAAFNI. The MHC is DRB3_0101 with pseudo-sequence DRB3_0101. The binding affinity (normalized) is 0.754. (4) The peptide sequence is LKSDLLRAGITLVPV. The MHC is DRB1_1101 with pseudo-sequence DRB1_1101. The binding affinity (normalized) is 0.447. (5) The peptide sequence is IAGLFLTTEAVVADK. The MHC is DRB4_0101 with pseudo-sequence DRB4_0103. The binding affinity (normalized) is 0. (6) The peptide sequence is EIVQFLEETFAAYDQ. The MHC is HLA-DPA10201-DPB11401 with pseudo-sequence HLA-DPA10201-DPB11401. The binding affinity (normalized) is 0.218. (7) The peptide sequence is ILELAQSETCSPGGQ. The MHC is HLA-DPA10201-DPB10501 with pseudo-sequence HLA-DPA10201-DPB10501. The binding affinity (normalized) is 0.192. (8) The MHC is HLA-DQA10501-DQB10201 with pseudo-sequence HLA-DQA10501-DQB10201. The peptide sequence is PATPAAPGAGYTPAT. The binding affinity (normalized) is 0.